From a dataset of Catalyst prediction with 721,799 reactions and 888 catalyst types from USPTO. Predict which catalyst facilitates the given reaction. (1) Reactant: [I:1][C:2]1[CH:7]=[CH:6][N:5]2[N:8]=[CH:9][C:10]([C:11]([OH:13])=O)=[C:4]2[CH:3]=1.[CH3:14][O:15][C:16]1[CH:32]=[CH:31][C:19]([CH2:20][NH:21][CH2:22][C:23]2[CH:28]=[CH:27][C:26]([O:29][CH3:30])=[CH:25][CH:24]=2)=[CH:18][CH:17]=1.CCN=C=NCCCN(C)C.CN(C=O)C. Product: [I:1][C:2]1[CH:7]=[CH:6][N:5]2[N:8]=[CH:9][C:10]([C:11]([N:21]([CH2:20][C:19]3[CH:18]=[CH:17][C:16]([O:15][CH3:14])=[CH:32][CH:31]=3)[CH2:22][C:23]3[CH:24]=[CH:25][C:26]([O:29][CH3:30])=[CH:27][CH:28]=3)=[O:13])=[C:4]2[CH:3]=1. The catalyst class is: 850. (2) Reactant: [H-].[Na+].[CH2:3]([O:10][C:11]1[CH:12]=[C:13]2[C:17](=[CH:18][CH:19]=1)[NH:16][C:15]([C:20]1[CH:25]=[CH:24][C:23]([O:26][CH2:27][C:28]3[CH:33]=[CH:32][CH:31]=[CH:30][CH:29]=3)=[CH:22][CH:21]=1)=[C:14]2[CH3:34])[C:4]1[CH:9]=[CH:8][CH:7]=[CH:6][CH:5]=1.[N:35]1([CH2:42][CH2:43][O:44][C:45]2[CH:52]=[CH:51][C:48]([CH2:49]Cl)=[CH:47][CH:46]=2)[CH2:41][CH2:40][CH2:39][CH2:38][CH2:37][CH2:36]1.O. Product: [N:35]1([CH2:42][CH2:43][O:44][C:45]2[CH:52]=[CH:51][C:48]([CH2:49][N:16]3[C:17]4[C:13](=[CH:12][C:11]([O:10][CH2:3][C:4]5[CH:5]=[CH:6][CH:7]=[CH:8][CH:9]=5)=[CH:19][CH:18]=4)[C:14]([CH3:34])=[C:15]3[C:20]3[CH:25]=[CH:24][C:23]([O:26][CH2:27][C:28]4[CH:33]=[CH:32][CH:31]=[CH:30][CH:29]=4)=[CH:22][CH:21]=3)=[CH:47][CH:46]=2)[CH2:41][CH2:40][CH2:39][CH2:38][CH2:37][CH2:36]1. The catalyst class is: 3.